Dataset: Full USPTO retrosynthesis dataset with 1.9M reactions from patents (1976-2016). Task: Predict the reactants needed to synthesize the given product. (1) The reactants are: [CH2:1]([N:8]1[CH2:17][CH2:16][C:11]2([C:14](=O)[NH:13][CH2:12]2)[CH2:10][CH2:9]1)[C:2]1[CH:7]=[CH:6][CH:5]=[CH:4][CH:3]=1.[H-].[Al+3].[Li+].[H-].[H-].[H-].[C:24](O[C:24]([O:26][C:27]([CH3:30])([CH3:29])[CH3:28])=[O:25])([O:26][C:27]([CH3:30])([CH3:29])[CH3:28])=[O:25]. Given the product [CH2:1]([N:8]1[CH2:17][CH2:16][C:11]2([CH2:14][N:13]([C:24]([O:26][C:27]([CH3:30])([CH3:29])[CH3:28])=[O:25])[CH2:12]2)[CH2:10][CH2:9]1)[C:2]1[CH:7]=[CH:6][CH:5]=[CH:4][CH:3]=1, predict the reactants needed to synthesize it. (2) Given the product [CH3:19][NH:20][C@H:21]([C:31]([NH:33][C@H:34]([C:39]([N:41]([C@@H:43]([CH:53]([CH3:55])[CH3:54])/[CH:44]=[C:45](\[CH3:52])/[C:46](=[O:47])[C:2]1[S:1][CH:5]=[CH:4][N:3]=1)[CH3:42])=[O:40])[C:35]([CH3:38])([CH3:37])[CH3:36])=[O:32])[C:22]([CH3:30])([CH3:29])[C:23]1[CH:28]=[CH:27][CH:26]=[CH:25][CH:24]=1, predict the reactants needed to synthesize it. The reactants are: [S:1]1[CH:5]=[CH:4][N:3]=[CH:2]1.CN(CCN(C)C)C.[Li]CCCC.[CH3:19][NH:20][C@H:21]([C:31]([NH:33][C@H:34]([C:39]([N:41]([C@@H:43]([CH:53]([CH3:55])[CH3:54])/[CH:44]=[C:45](\[CH3:52])/[C:46](N(OC)C)=[O:47])[CH3:42])=[O:40])[C:35]([CH3:38])([CH3:37])[CH3:36])=[O:32])[C:22]([CH3:30])([CH3:29])[C:23]1[CH:28]=[CH:27][CH:26]=[CH:25][CH:24]=1. (3) Given the product [Cl:13][C:14]1[CH:15]=[C:16]([S:21]([NH:1][C:2]2[CH:11]=[CH:10][C:5]([C:6]([O:8][CH3:9])=[O:7])=[C:4]([OH:12])[CH:3]=2)(=[O:22])=[O:23])[CH:17]=[CH:18][C:19]=1[F:20], predict the reactants needed to synthesize it. The reactants are: [NH2:1][C:2]1[CH:3]=[C:4]([OH:12])[C:5](=[CH:10][CH:11]=1)[C:6]([O:8][CH3:9])=[O:7].[Cl:13][C:14]1[CH:15]=[C:16]([S:21](Cl)(=[O:23])=[O:22])[CH:17]=[CH:18][C:19]=1[F:20].